Dataset: Catalyst prediction with 721,799 reactions and 888 catalyst types from USPTO. Task: Predict which catalyst facilitates the given reaction. (1) Reactant: [OH:1][C@@:2]1([CH2:22][O:23][CH3:24])[CH2:7][CH2:6][CH2:5][CH2:4][C@H:3]1[N:8]1[C:12]([C:13]2[CH:18]=[CH:17][CH:16]=[CH:15][CH:14]=2)=[C:11]([C:19]([OH:21])=O)[N:10]=[CH:9]1.Cl.[O:26]([CH2:33][CH2:34][C@H:35]1[NH:40][CH2:39][CH2:38][N:37]([C:41]([O:43][CH2:44][C:45]2[CH:50]=[CH:49][CH:48]=[CH:47][CH:46]=2)=[O:42])[CH2:36]1)[C:27]1[CH:32]=[CH:31][CH:30]=[CH:29][CH:28]=1.CCN=C=NCCCN(C)C.Cl.C1C=CC2N(O)N=NC=2C=1.C(=O)([O-])O.[Na+]. Product: [OH:1][C@@:2]1([CH2:22][O:23][CH3:24])[CH2:7][CH2:6][CH2:5][CH2:4][C@H:3]1[N:8]1[C:12]([C:13]2[CH:18]=[CH:17][CH:16]=[CH:15][CH:14]=2)=[C:11]([C:19]([N:40]2[CH2:39][CH2:38][N:37]([C:41]([O:43][CH2:44][C:45]3[CH:50]=[CH:49][CH:48]=[CH:47][CH:46]=3)=[O:42])[CH2:36][C@H:35]2[CH2:34][CH2:33][O:26][C:27]2[CH:32]=[CH:31][CH:30]=[CH:29][CH:28]=2)=[O:21])[N:10]=[CH:9]1. The catalyst class is: 338. (2) The catalyst class is: 331. Product: [C:1]1([CH:7]([CH:11]2[CH2:16][CH2:15][CH2:14][CH2:13][NH:12]2)[C:8]([NH2:10])=[O:9])[CH:2]=[CH:3][CH:4]=[CH:5][CH:6]=1. Reactant: [C:1]1([CH:7]([C:11]2[CH:16]=[CH:15][CH:14]=[CH:13][N:12]=2)[C:8]([NH2:10])=[O:9])[CH:6]=[CH:5][CH:4]=[CH:3][CH:2]=1.[H][H]. (3) Reactant: [CH2:1]([C:4]1[NH:9][C:8](=[O:10])[C:7]([Cl:11])=[CH:6][N:5]=1)[CH2:2][CH3:3].C1C=CC(P(C2C=CC=CC=2)C2C=CC=CC=2)=CC=1.[CH2:31](O)[C:32]1[CH:37]=[CH:36][CH:35]=[CH:34][CH:33]=1. Product: [CH2:31]([N:9]1[C:8](=[O:10])[C:7]([Cl:11])=[CH:6][N:5]=[C:4]1[CH2:1][CH2:2][CH3:3])[C:32]1[CH:37]=[CH:36][CH:35]=[CH:34][CH:33]=1. The catalyst class is: 49. (4) Product: [CH2:15]([O:14][C:12]1[CH:13]=[C:4]([C:3]([OH:31])=[O:2])[CH:5]=[C:6]([CH:11]=1)[C:7]([OH:9])=[O:8])[CH2:16][CH2:17][CH2:18][CH2:19][CH2:20][CH2:21][CH2:22][CH2:23][CH2:24][CH2:25][CH2:26][CH2:27][CH2:28][CH2:29][CH3:30]. The catalyst class is: 6. Reactant: C[O:2][C:3](=[O:31])[C:4]1[CH:13]=[C:12]([O:14][CH2:15][CH2:16][CH2:17][CH2:18][CH2:19][CH2:20][CH2:21][CH2:22][CH2:23][CH2:24][CH2:25][CH2:26][CH2:27][CH2:28][CH2:29][CH3:30])[CH:11]=[C:6]([C:7]([O:9]C)=[O:8])[CH:5]=1.[OH-].[K+].Cl. (5) Reactant: Br[C:2]1[CH:10]=[CH:9][CH:8]=[C:7]2[C:3]=1[C:4]1([C:20]3=[CH:21][C:22]4[O:26][CH2:25][O:24][C:23]=4[CH:27]=[C:19]3[O:18][CH2:17]1)[C:5](=[O:16])[N:6]2[CH2:11][CH2:12][CH2:13][CH2:14][CH3:15].C(P(C(C)(C)C)C1C=CC=CC=1C1C=CC=CC=1)(C)(C)C.C([Sn]([C:62]#[N:63])(CCCC)CCCC)CCC.[C-]#N.[K+]. Product: [O:16]=[C:5]1[C:4]2([C:20]3=[CH:21][C:22]4[O:26][CH2:25][O:24][C:23]=4[CH:27]=[C:19]3[O:18][CH2:17]2)[C:3]2[C:2]([C:62]#[N:63])=[CH:10][CH:9]=[CH:8][C:7]=2[N:6]1[CH2:11][CH2:12][CH2:13][CH2:14][CH3:15]. The catalyst class is: 110. (6) Reactant: [Cl:1][CH:2]([Cl:36])[C:3]([N:5]1[C@H:9]([CH2:10][F:11])[C@@H:8]([C:12]2[CH:17]=[CH:16][C:15]([C:18]3[CH:23]=[CH:22][C:21]([C@H:24]([NH:26]C(=O)OC(C)(C)C)[CH3:25])=[CH:20][CH:19]=3)=[CH:14][CH:13]=2)[O:7]C1(C)C)=[O:4].C(O)(C(F)(F)F)=O. Product: [NH2:26][C@@H:24]([C:21]1[CH:22]=[CH:23][C:18]([C:15]2[CH:16]=[CH:17][C:12]([C@@H:8]([OH:7])[C@H:9]([NH:5][C:3](=[O:4])[CH:2]([Cl:36])[Cl:1])[CH2:10][F:11])=[CH:13][CH:14]=2)=[CH:19][CH:20]=1)[CH3:25]. The catalyst class is: 390.